Dataset: Full USPTO retrosynthesis dataset with 1.9M reactions from patents (1976-2016). Task: Predict the reactants needed to synthesize the given product. Given the product [Br:1][C:2]1[CH:3]=[CH:4][C:5]2[O:9][N:8]=[C:7]([NH:10][C:12](=[O:13])[O:14][C:15]([CH3:18])([CH3:17])[CH3:16])[C:6]=2[CH:11]=1, predict the reactants needed to synthesize it. The reactants are: [Br:1][C:2]1[CH:3]=[CH:4][C:5]2[O:9][N:8]=[C:7]([NH2:10])[C:6]=2[CH:11]=1.[C:12](O[C:12]([O:14][C:15]([CH3:18])([CH3:17])[CH3:16])=[O:13])([O:14][C:15]([CH3:18])([CH3:17])[CH3:16])=[O:13].C(N(CC)CC)C.O.